The task is: Predict the product of the given reaction.. This data is from Forward reaction prediction with 1.9M reactions from USPTO patents (1976-2016). (1) Given the reactants [Br:1][C:2]1[CH:7]=[CH:6][C:5]([C:8]([NH2:11])([CH3:10])[CH3:9])=[CH:4][CH:3]=1.[C:12](O[C:12]([O:14][C:15]([CH3:18])([CH3:17])[CH3:16])=[O:13])([O:14][C:15]([CH3:18])([CH3:17])[CH3:16])=[O:13].C(N(CC)CC)C, predict the reaction product. The product is: [Br:1][C:2]1[CH:3]=[CH:4][C:5]([C:8]([NH:11][C:12](=[O:13])[O:14][C:15]([CH3:18])([CH3:17])[CH3:16])([CH3:9])[CH3:10])=[CH:6][CH:7]=1. (2) Given the reactants [CH3:1][Si:2]([CH3:11])([CH3:10])[O:3][C:4](/[C:6](/[CH3:9])=[CH:7]/[CH3:8])=[CH2:5].[N+:12]([C:15]1[CH:22]=[N:21][CH:20]=[CH:19][C:16]=1[CH:17]=[O:18])([O-:14])=[O:13].CC(C)(C)/C(/O)=C/C(C(C(C(F)(F)F)(F)F)(F)F)=O.CC(C)(C)/C(/O)=C/C(C(C(C(F)(F)F)(F)F)(F)F)=O.CC(C)(C)/C(/O)=C/C(C(C(C(F)(F)F)(F)F)(F)F)=O.[Eu], predict the reaction product. The product is: [CH3:9][C:6]1[C@@H:7]([CH3:8])[O:18][C@@H:17]([C:16]2[CH:19]=[CH:20][N:21]=[CH:22][C:15]=2[N+:12]([O-:14])=[O:13])[CH2:5][C:4]=1[O:3][Si:2]([CH3:10])([CH3:11])[CH3:1]. (3) Given the reactants [Li][CH2:2][CH2:3][CH2:4][CH3:5].[O:6]=[C:7]1[N:12]([C:13]([O:15][C:16]([CH3:19])([CH3:18])[CH3:17])=[O:14])[CH2:11][CH2:10][N:9]2[C:20](=[O:23])[CH2:21][CH2:22][C@@H:8]12.[CH2:24]1[CH2:28][O:27][CH2:26][CH2:25]1, predict the reaction product. The product is: [C:16]([O:15][C:13](=[O:14])[NH:12][CH2:11][CH2:10][N:9]1[C:20](=[O:23])[CH2:21][CH2:22][C@H:8]1[C:7](=[O:6])[C:5]1[CH:4]=[CH:3][CH:2]=[C:28]([O:27][CH3:26])[C:24]=1[CH3:25])([CH3:19])([CH3:18])[CH3:17].